From a dataset of Catalyst prediction with 721,799 reactions and 888 catalyst types from USPTO. Predict which catalyst facilitates the given reaction. Reactant: [OH:1][CH2:2][C:3]([CH3:20])([CH3:19])[CH2:4][NH:5][S:6]([CH2:9][C:10]1[CH:15]=[CH:14][C:13]([N+:16]([O-])=O)=[CH:12][CH:11]=1)(=[O:8])=[O:7].Cl.CN([CH:25]=[C:26]1[C:37]2[C:29](=[CH:30][CH:31]=[C:32]3[C:36]=2[S:35][CH:34]=[N:33]3)[NH:28][C:27]1=[O:38])C. Product: [OH:1][CH2:2][C:3]([CH3:20])([CH3:19])[CH2:4][NH:5][S:6]([CH2:9][C:10]1[CH:15]=[CH:14][C:13]([NH:16][CH:25]=[C:26]2[C:37]3[C:29](=[CH:30][CH:31]=[C:32]4[C:36]=3[S:35][CH:34]=[N:33]4)[NH:28][C:27]2=[O:38])=[CH:12][CH:11]=1)(=[O:8])=[O:7]. The catalyst class is: 19.